From a dataset of Full USPTO retrosynthesis dataset with 1.9M reactions from patents (1976-2016). Predict the reactants needed to synthesize the given product. (1) Given the product [F:21][C:11]1[CH:10]=[C:9]([N:5]2[CH2:4][C@H:3]([CH2:2][N:26]3[C:25](=[O:27])[C:24]4=[CH:28][CH:29]=[CH:30][CH:31]=[C:23]4[C:22]3=[O:32])[O:7][C:6]2=[O:8])[CH:14]=[CH:13][C:12]=1[N:15]1[CH2:20][CH2:19][O:18][CH2:17][CH2:16]1, predict the reactants needed to synthesize it. The reactants are: Cl[CH2:2][C@@H:3]1[O:7][C:6](=[O:8])[N:5]([C:9]2[CH:14]=[CH:13][C:12]([N:15]3[CH2:20][CH2:19][O:18][CH2:17][CH2:16]3)=[C:11]([F:21])[CH:10]=2)[CH2:4]1.[C:22]1(=[O:32])[NH:26][C:25](=[O:27])[C:24]2=[CH:28][CH:29]=[CH:30][CH:31]=[C:23]12.[K].CN(C)C=O. (2) Given the product [CH2:55]([C@H:38]1[C@H:37]([CH3:57])[C@@H:36]([NH:35][C:4]2[CH:9]=[CH:8][CH:7]=[CH:6][CH:5]=2)[C:45]2[C:40](=[CH:41][CH:42]=[C:43]([N:46]3[CH2:47][CH2:48][O:49][CH2:50][CH2:51]3)[CH:44]=2)[N:39]1[C:52](=[O:54])[CH3:53])[CH3:56], predict the reactants needed to synthesize it. The reactants are: CN([C:4]1[C:9]([C:4]2[C:9](P(C3CCCCC3)C3CCCCC3)=[CH:8][CH:7]=[CH:6][CH:5]=2)=[CH:8][CH:7]=[CH:6][CH:5]=1)C.CC(C)([O-])C.[Na+].[NH2:35][C@H:36]1[C:45]2[C:40](=[CH:41][CH:42]=[C:43]([N:46]3[CH2:51][CH2:50][O:49][CH2:48][CH2:47]3)[CH:44]=2)[N:39]([C:52](=[O:54])[CH3:53])[C@@H:38]([CH2:55][CH3:56])[C@@H:37]1[CH3:57].BrC1C=CC=CC=1. (3) The reactants are: [CH3:1][C:2]1[NH:7][C:6](=[O:8])[NH:5][C:4](=[O:9])[C:3]=1[S:10](Cl)(=[O:12])=[O:11].[CH3:14][O:15][C:16]1[CH:23]=[CH:22][C:19]([CH2:20][NH2:21])=[CH:18][CH:17]=1.CCN(CC)CC. Given the product [CH3:14][O:15][C:16]1[CH:23]=[CH:22][C:19]([CH2:20][NH:21][S:10]([C:3]2[C:4](=[O:9])[NH:5][C:6](=[O:8])[NH:7][C:2]=2[CH3:1])(=[O:12])=[O:11])=[CH:18][CH:17]=1, predict the reactants needed to synthesize it.